Dataset: Forward reaction prediction with 1.9M reactions from USPTO patents (1976-2016). Task: Predict the product of the given reaction. (1) The product is: [ClH:26].[ClH:39].[ClH:26].[NH2:7][CH2:8][CH2:9][N:10]1[C:18]2[C:17]([NH:19][C:20]3[CH:21]=[N:22][C:23]([O:27][C:28]4[CH:33]=[CH:32][CH:31]=[C:30]([C:34]([F:35])([F:37])[F:36])[CH:29]=4)=[C:24]([Cl:26])[CH:25]=3)=[N:16][CH:15]=[N:14][C:13]=2[CH:12]=[CH:11]1. Given the reactants C(OC(=O)[NH:7][CH2:8][CH2:9][N:10]1[C:18]2[C:17]([NH:19][C:20]3[CH:21]=[N:22][C:23]([O:27][C:28]4[CH:33]=[CH:32][CH:31]=[C:30]([C:34]([F:37])([F:36])[F:35])[CH:29]=4)=[C:24]([Cl:26])[CH:25]=3)=[N:16][CH:15]=[N:14][C:13]=2[CH:12]=[CH:11]1)(C)(C)C.[ClH:39], predict the reaction product. (2) Given the reactants [C:1]([C:5]1[CH:10]=[CH:9][C:8]([N:11]([CH3:18])[CH2:12][CH2:13][CH2:14][N:15]([CH3:17])[CH3:16])=[C:7]([N+:19]([O-])=O)[CH:6]=1)([CH3:4])([CH3:3])[CH3:2].[H][H], predict the reaction product. The product is: [C:1]([C:5]1[CH:6]=[C:7]([NH2:19])[C:8]([N:11]([CH2:12][CH2:13][CH2:14][N:15]([CH3:17])[CH3:16])[CH3:18])=[CH:9][CH:10]=1)([CH3:4])([CH3:2])[CH3:3]. (3) Given the reactants NC(N)=S.[C:5]([NH:8][C:9]1[CH:10]=[CH:11][C:12]([F:31])=[C:13]([C@@:15]2([NH:23]C(=O)OC(C)(C)C)[C@:19]([F:22])([CH2:20][OH:21])[CH2:18][O:17][CH2:16]2)[CH:14]=1)(=[O:7])[CH3:6].FC(F)(F)C(O)=O.C(N(CC)CC)C.[C:46]([N:54]=[C:55]=[S:56])(=[O:53])[C:47]1[CH:52]=[CH:51][CH:50]=[CH:49][CH:48]=1, predict the reaction product. The product is: [C:5]([NH:8][C:9]1[CH:10]=[CH:11][C:12]([F:31])=[C:13]([C@@:15]2([NH:23][C:55]([NH:54][C:46](=[O:53])[C:47]3[CH:52]=[CH:51][CH:50]=[CH:49][CH:48]=3)=[S:56])[C@:19]([F:22])([CH2:20][OH:21])[CH2:18][O:17][CH2:16]2)[CH:14]=1)(=[O:7])[CH3:6]. (4) Given the reactants [O-]S(S([O-])=O)=O.[Na+].[Na+].[Cl:9][C:10]1[CH:15]=[CH:14][C:13]([C:16]2[O:17][C:18]3[CH:28]=[C:27]([N:29]([C:34]4[CH:39]=[CH:38][C:37]([N+:40]([O-])=O)=[C:36]([C:43]#[N:44])[CH:35]=4)[S:30]([CH3:33])(=[O:32])=[O:31])[C:26]([CH:45]4[CH2:47][CH2:46]4)=[CH:25][C:19]=3[C:20]=2[C:21]([NH:23][CH3:24])=[O:22])=[CH:12][CH:11]=1, predict the reaction product. The product is: [NH2:40][C:37]1[CH:38]=[CH:39][C:34]([N:29]([C:27]2[C:26]([CH:45]3[CH2:47][CH2:46]3)=[CH:25][C:19]3[C:20]([C:21]([NH:23][CH3:24])=[O:22])=[C:16]([C:13]4[CH:12]=[CH:11][C:10]([Cl:9])=[CH:15][CH:14]=4)[O:17][C:18]=3[CH:28]=2)[S:30]([CH3:33])(=[O:32])=[O:31])=[CH:35][C:36]=1[C:43]#[N:44]. (5) Given the reactants [CH:1]1[C:2]([CH2:10][C@@H:11]([NH2:28])[CH2:12][C:13]([N:15]2[CH2:27][C:19]3=[N:20][N:21]=[C:22]([C:23]([F:26])([F:25])[F:24])[N:18]3[CH2:17][CH2:16]2)=[O:14])=[C:3]([F:9])[CH:4]=[C:5]([F:8])[C:6]=1[F:7].[CH:29]1[C:34](/[CH:35]=[CH:36]/[C:37]([OH:39])=[O:38])=[CH:33][CH:32]=[C:31]([OH:40])[CH:30]=1, predict the reaction product. The product is: [CH:1]1[C:2]([CH2:10][C@@H:11]([NH2:28])[CH2:12][C:13]([N:15]2[CH2:27][C:19]3=[N:20][N:21]=[C:22]([C:23]([F:26])([F:25])[F:24])[N:18]3[CH2:17][CH2:16]2)=[O:14])=[C:3]([F:9])[CH:4]=[C:5]([F:8])[C:6]=1[F:7].[C:37]([O-:39])(=[O:38])/[CH:36]=[CH:35]/[C:34]1[CH:33]=[CH:32][C:31]([OH:40])=[CH:30][CH:29]=1. (6) The product is: [F:1][C:2]([F:17])([C:8]1[CH:9]=[N:10][N:11]([CH3:15])[C:12](=[O:14])[CH:13]=1)[C:3]([O:5][CH2:6][CH3:7])=[O:4]. Given the reactants [F:1][CH:2]([C:8]1[CH:9]=[N:10][N:11]([CH3:15])[C:12](=[O:14])[CH:13]=1)[C:3]([O:5][CH2:6][CH3:7])=[O:4].[B-](F)(F)(F)[F:17].[B-](F)(F)(F)F.C1[N+]2(CCl)CC[N+](F)(CC2)C1, predict the reaction product.